Dataset: Reaction yield outcomes from USPTO patents with 853,638 reactions. Task: Predict the reaction yield, written as a fraction of the theoretical maximum amount of product (1.0 means a 100% yield; for example, 0.34 means a 34% yield). (1) The reactants are O.[OH-].[Li+].C[O:5][C:6](=[O:31])[C:7]1[CH:12]=[CH:11][C:10]([CH2:13][CH2:14][CH2:15][C:16]([N:18]2[CH2:23][CH2:22][N:21]([CH2:24][CH2:25][C:26]([CH3:29])([CH3:28])[CH3:27])[CH2:20][CH2:19]2)=[O:17])=[C:9]([CH3:30])[CH:8]=1. The catalyst is C1COCC1.O. The product is [CH3:27][C:26]([CH3:29])([CH3:28])[CH2:25][CH2:24][N:21]1[CH2:22][CH2:23][N:18]([C:16](=[O:17])[CH2:15][CH2:14][CH2:13][C:10]2[CH:11]=[CH:12][C:7]([C:6]([OH:31])=[O:5])=[CH:8][C:9]=2[CH3:30])[CH2:19][CH2:20]1. The yield is 0.910. (2) The reactants are O[CH2:2][C:3]1[CH:30]=[CH:29][C:6]2[N:7]([CH2:24][CH2:25][CH:26]([CH3:28])[CH3:27])[C:8]([CH2:10][N:11]3[C:15]4[CH:16]=[CH:17][CH:18]=[CH:19][C:14]=4[N:13]([CH:20]([CH3:22])[CH3:21])[C:12]3=[O:23])=[N:9][C:5]=2[CH:4]=1.CCN(S(F)(F)[F:37])CC. The catalyst is C(Cl)Cl. The product is [F:37][CH2:2][C:3]1[CH:30]=[CH:29][C:6]2[N:7]([CH2:24][CH2:25][CH:26]([CH3:28])[CH3:27])[C:8]([CH2:10][N:11]3[C:15]4[CH:16]=[CH:17][CH:18]=[CH:19][C:14]=4[N:13]([CH:20]([CH3:22])[CH3:21])[C:12]3=[O:23])=[N:9][C:5]=2[CH:4]=1. The yield is 0.780. (3) The reactants are [NH:1]1[C:9]2[C:4](=[CH:5][CH:6]=[CH:7][CH:8]=2)[CH2:3][C:2]1=[O:10].[N+:11]([O-])([OH:13])=[O:12]. The catalyst is S(=O)(=O)(O)O. The product is [N+:11]([C:6]1[CH:5]=[C:4]2[C:9](=[CH:8][CH:7]=1)[NH:1][C:2](=[O:10])[CH2:3]2)([O-:13])=[O:12]. The yield is 0.980. (4) The reactants are [CH3:1][O:2][CH:3]([O:21][CH3:22])[CH:4]1[S:8][C:7]([C:9]2[NH:10][C:11]3[C:16]([CH:17]=2)=[CH:15][CH:14]=[CH:13][C:12]=3[N+:18]([O-])=O)=[N:6][CH2:5]1.O.NN. The catalyst is C(O)C.O1CCCC1.[C].[Pd]. The product is [CH3:22][O:21][CH:3]([O:2][CH3:1])[CH:4]1[S:8][C:7]([C:9]2[NH:10][C:11]3[C:16]([CH:17]=2)=[CH:15][CH:14]=[CH:13][C:12]=3[NH2:18])=[N:6][CH2:5]1. The yield is 0.760. (5) The reactants are C(OC(OC([NH:11][C@H:12]([C:53]([O:55][CH:56]1[CH2:60][CH2:59][CH2:58][CH2:57]1)=[O:54])[CH2:13][CH2:14][CH2:15][C:16]1[CH:21]=[CH:20][C:19]([NH:22][C:23](=[O:52])[C:24]2[CH:29]=[CH:28][C:27]([NH:30][C:31]3[N:40]=[CH:39][C:38]4[N:37]([CH3:41])[C:36](=[O:42])[C@@H:35]([CH2:43][CH3:44])[N:34]([CH:45]5[CH2:49][CH2:48][CH2:47][CH2:46]5)[C:33]=4[N:32]=3)=[C:26]([O:50][CH3:51])[CH:25]=2)=[CH:18][CH:17]=1)=O)=O)(C)(C)C.Cl.O1CCOCC1. The catalyst is C(Cl)Cl. The product is [CH:45]1([N:34]2[C:33]3[N:32]=[C:31]([NH:30][C:27]4[CH:28]=[CH:29][C:24]([C:23]([NH:22][C:19]5[CH:20]=[CH:21][C:16]([CH2:15][CH2:14][CH2:13][C@@H:12]([C:53]([O:55][CH:56]6[CH2:57][CH2:58][CH2:59][CH2:60]6)=[O:54])[NH2:11])=[CH:17][CH:18]=5)=[O:52])=[CH:25][C:26]=4[O:50][CH3:51])[N:40]=[CH:39][C:38]=3[N:37]([CH3:41])[C:36](=[O:42])[C@H:35]2[CH2:43][CH3:44])[CH2:46][CH2:47][CH2:48][CH2:49]1. The yield is 0.140. (6) The reactants are [Si]([O:8][CH:9]([CH:21]1[CH2:30][CH2:29][C:28]2[C:23](=[CH:24][CH:25]=[C:26]([O:31][C:32]3[CH:37]=[CH:36][CH:35]=[CH:34][CH:33]=3)[CH:27]=2)[CH2:22]1)[C:10]1[O:11][C:12]([C:15]2[CH:20]=[CH:19][CH:18]=[CH:17][N:16]=2)=[CH:13][N:14]=1)(C(C)(C)C)(C)C.[N+](CCCC)(CCCC)(CCCC)CCCC.[F-]. The catalyst is C1COCC1.CCOC(C)=O. The product is [O:31]([C:26]1[CH:27]=[C:28]2[C:23](=[CH:24][CH:25]=1)[CH2:22][CH:21]([CH:9]([C:10]1[O:11][C:12]([C:15]3[CH:20]=[CH:19][CH:18]=[CH:17][N:16]=3)=[CH:13][N:14]=1)[OH:8])[CH2:30][CH2:29]2)[C:32]1[CH:37]=[CH:36][CH:35]=[CH:34][CH:33]=1. The yield is 0.640. (7) The reactants are [CH3:1][O:2][C:3]1[CH:4]=[C:5]2[C:10](=[CH:11][C:12]=1[O:13][CH3:14])[N:9]=[CH:8][CH:7]=[C:6]2[O:15][C:16]1[CH:22]=[CH:21][C:19]([NH2:20])=[CH:18][CH:17]=1.ClC(Cl)(O[C:27](=[O:33])[O:28][C:29](Cl)(Cl)Cl)Cl.[CH3:35][O:36][C:37]1[CH:42]=[CH:41][CH:40]=[C:39]([O:43][CH3:44])C=1O.C(=O)(O)[O-].[Na+]. The catalyst is C(Cl)Cl.C(N(CC)CC)C.C1(C)C=CC=CC=1. The product is [CH3:1][O:2][C:3]1[CH:4]=[C:5]2[C:10](=[CH:11][C:12]=1[O:13][CH3:14])[N:9]=[CH:8][CH:7]=[C:6]2[O:15][C:16]1[CH:22]=[CH:21][C:19]([NH:20][C:27](=[O:33])[O:28][C:29]2[C:37]([O:36][CH3:35])=[CH:42][CH:41]=[CH:40][C:39]=2[O:43][CH3:44])=[CH:18][CH:17]=1. The yield is 0.920. (8) The reactants are [CH2:1]([O:8][CH2:9][CH2:10][CH2:11][N:12]1[C:21](=[O:22])[C:20]2[C:15](=[CH:16][CH:17]=[C:18]([O:23][CH3:24])[CH:19]=2)[N:14]([CH3:25])[C:13]1=[O:26])[C:2]1[CH:7]=[CH:6][CH:5]=[CH:4][CH:3]=1.CC1(C)CCCC(C)(C)[N-]1.[Li+].[Cl:38][C:39]1[CH:46]=[CH:45][C:42]([CH:43]=[O:44])=[CH:41][CH:40]=1. The catalyst is C1COCC1. The product is [CH2:1]([O:8][CH2:9][CH2:10][CH2:11][N:12]1[C:21](=[O:22])[C:20]2[C:15](=[CH:16][CH:17]=[C:18]([O:23][CH3:24])[C:19]=2[CH:43]([C:42]2[CH:45]=[CH:46][C:39]([Cl:38])=[CH:40][CH:41]=2)[OH:44])[N:14]([CH3:25])[C:13]1=[O:26])[C:2]1[CH:7]=[CH:6][CH:5]=[CH:4][CH:3]=1. The yield is 0.358. (9) The reactants are [Br:1][C:2]1[CH:14]=[CH:13][C:12]2[C:11]3[C:6](=[CH:7][C:8]([Br:15])=[CH:9][CH:10]=3)[CH2:5][C:4]=2[CH:3]=1.[C:16]([O:20][CH3:21])(=[O:19])[CH:17]=[CH2:18].[OH-:22].[Na+]. The catalyst is C1(C)C=CC=CC=1. The product is [Br:1][C:2]1[CH:14]=[CH:13][C:12]2[C:11]3[C:6](=[CH:7][C:8]([Br:15])=[CH:9][CH:10]=3)[C:5]([CH2:18][CH2:17][C:16]([O:20][CH3:21])=[O:22])([CH2:18][CH2:17][C:16]([O:20][CH3:21])=[O:19])[C:4]=2[CH:3]=1. The yield is 0.800.